Dataset: Reaction yield outcomes from USPTO patents with 853,638 reactions. Task: Predict the reaction yield, written as a fraction of the theoretical maximum amount of product (1.0 means a 100% yield; for example, 0.34 means a 34% yield). (1) The reactants are Br[C:2]1[CH:7]=[CH:6][CH:5]=[CH:4][C:3]=1[C:8]1[C:17]([C:18]2[CH:23]=[CH:22][CH:21]=[CH:20][CH:19]=2)=[CH:16][C:15]2[C:10](=[CH:11][CH:12]=[C:13]([C:24]3[N:28]([CH:29]4[CH2:34][CH2:33][CH2:32][CH2:31][CH2:30]4)[C:27]4[CH:35]=[CH:36][C:37]([C:39]([OH:41])=[O:40])=[CH:38][C:26]=4[N:25]=3)[CH:14]=2)[N:9]=1.[Cl:42][C:43]1[CH:48]=[CH:47][C:46](B(O)O)=[CH:45][CH:44]=1.[F-].[Cs+].C1(P(C2CCCCC2)C2C=CC=CC=2C2C=CC=CC=2)CCCCC1. The catalyst is O1CCOCC1.C([O-])(=O)C.[Pd+2].C([O-])(=O)C. The product is [Cl:42][C:43]1[CH:48]=[CH:47][C:46]([C:2]2[C:3]([C:8]3[C:17]([C:18]4[CH:23]=[CH:22][CH:21]=[CH:20][CH:19]=4)=[CH:16][C:15]4[C:10](=[CH:11][CH:12]=[C:13]([C:24]5[N:28]([CH:29]6[CH2:34][CH2:33][CH2:32][CH2:31][CH2:30]6)[C:27]6[CH:35]=[CH:36][C:37]([C:39]([OH:41])=[O:40])=[CH:38][C:26]=6[N:25]=5)[CH:14]=4)[N:9]=3)=[CH:4][CH:5]=[CH:6][CH:7]=2)=[CH:45][CH:44]=1. The yield is 0.100. (2) The catalyst is O1CCOCC1.O.C1C=CC([P]([Pd]([P](C2C=CC=CC=2)(C2C=CC=CC=2)C2C=CC=CC=2)([P](C2C=CC=CC=2)(C2C=CC=CC=2)C2C=CC=CC=2)[P](C2C=CC=CC=2)(C2C=CC=CC=2)C2C=CC=CC=2)(C2C=CC=CC=2)C2C=CC=CC=2)=CC=1. The reactants are Br[C:2]1[CH:3]=[C:4]([C:12]([O:14][CH3:15])=[O:13])[CH:5]=[N:6][C:7]=1[C:8]([F:11])([F:10])[F:9].[C:16]([O-])([O-])=O.[K+].[K+].CB1OB(C)OB(C)O1. The product is [CH3:16][C:2]1[CH:3]=[C:4]([C:12]([O:14][CH3:15])=[O:13])[CH:5]=[N:6][C:7]=1[C:8]([F:11])([F:10])[F:9]. The yield is 0.320.